Dataset: Full USPTO retrosynthesis dataset with 1.9M reactions from patents (1976-2016). Task: Predict the reactants needed to synthesize the given product. (1) Given the product [Cl:14][C:11]1[CH:12]=[CH:13][C:8]([C:5]2[N:4]=[C:3]([CH2:2][O:22][C:21]3[C:16]([F:15])=[C:17]([C:24]4[NH:28][C:27](=[O:29])[O:26][N:25]=4)[C:18]([F:23])=[CH:19][CH:20]=3)[O:7][N:6]=2)=[CH:9][CH:10]=1, predict the reactants needed to synthesize it. The reactants are: Cl[CH2:2][C:3]1[O:7][N:6]=[C:5]([C:8]2[CH:13]=[CH:12][C:11]([Cl:14])=[CH:10][CH:9]=2)[N:4]=1.[F:15][C:16]1[C:21]([OH:22])=[CH:20][CH:19]=[C:18]([F:23])[C:17]=1[C:24]1[NH:28][C:27](=[O:29])[O:26][N:25]=1.C(=O)([O-])[O-].[K+].[K+]. (2) Given the product [CH2:37]([O:36][C:34](=[O:35])[C:33]([O:31][C:6]1[CH:7]=[CH:8][C:9]([O:10][CH2:11][CH2:12][C:13]2[N:14]=[C:15]([C:19]3[CH:20]=[CH:21][C:22]([C:25]4[CH:26]=[CH:27][CH:28]=[CH:29][CH:30]=4)=[CH:23][CH:24]=3)[O:16][C:17]=2[CH3:18])=[C:4]([CH2:1][CH2:2][CH3:3])[CH:5]=1)([CH3:40])[CH3:39])[CH3:38], predict the reactants needed to synthesize it. The reactants are: [CH2:1]([C:4]1[CH:5]=[C:6]([OH:31])[CH:7]=[CH:8][C:9]=1[O:10][CH2:11][CH2:12][C:13]1[N:14]=[C:15]([C:19]2[CH:24]=[CH:23][C:22]([C:25]3[CH:30]=[CH:29][CH:28]=[CH:27][CH:26]=3)=[CH:21][CH:20]=2)[O:16][C:17]=1[CH3:18])[CH2:2][CH3:3].Br[C:33]([CH3:40])([CH3:39])[C:34]([O:36][CH2:37][CH3:38])=[O:35].C(=O)([O-])[O-].[Cs+].[Cs+]. (3) The reactants are: [Cl:1][C:2]1[CH:3]=[C:4]([C@@H:12]([CH2:31][CH:32]2[CH2:36][CH2:35][CH2:34][CH2:33]2)[C:13]([NH:15][C:16]2[CH:20]=[CH:19][N:18]([CH2:21][C:22]3[CH:30]=[CH:29][C:25]([C:26]([OH:28])=O)=[CH:24][CH:23]=3)[N:17]=2)=[O:14])[CH:5]=[CH:6][C:7]=1[S:8]([CH3:11])(=[O:10])=[O:9].C(Cl)(=O)C(Cl)=O.N1C(C)=CC=CC=1C.[CH3:51][N:52]([CH2:54][CH2:55][CH2:56][NH2:57])[CH3:53]. Given the product [Cl:1][C:2]1[CH:3]=[C:4]([C@@H:12]([CH2:31][CH:32]2[CH2:36][CH2:35][CH2:34][CH2:33]2)[C:13]([NH:15][C:16]2[CH:20]=[CH:19][N:18]([CH2:21][C:22]3[CH:30]=[CH:29][C:25]([C:26]([NH:57][CH2:56][CH2:55][CH2:54][N:52]([CH3:53])[CH3:51])=[O:28])=[CH:24][CH:23]=3)[N:17]=2)=[O:14])[CH:5]=[CH:6][C:7]=1[S:8]([CH3:11])(=[O:9])=[O:10], predict the reactants needed to synthesize it. (4) The reactants are: [F:1][C:2]1[CH:7]=[CH:6][C:5]([C:8]2[C:12]([C:13]3[N:14]=[CH:15][N:16]([C:18]4[CH:23]=[CH:22][C:21]([C:24](=[O:26])[CH3:25])=[CH:20][CH:19]=4)[CH:17]=3)=[C:11]([C:27]([F:30])([F:29])[F:28])[O:10][N:9]=2)=[CH:4][CH:3]=1.[CH3:31][Mg]Br. Given the product [F:1][C:2]1[CH:3]=[CH:4][C:5]([C:8]2[C:12]([C:13]3[N:14]=[CH:15][N:16]([C:18]4[CH:23]=[CH:22][C:21]([C:24]([OH:26])([CH3:31])[CH3:25])=[CH:20][CH:19]=4)[CH:17]=3)=[C:11]([C:27]([F:30])([F:28])[F:29])[O:10][N:9]=2)=[CH:6][CH:7]=1, predict the reactants needed to synthesize it. (5) Given the product [OH:1][C@@:2]([C@H:9]1[CH2:13][NH:12][C:11](=[O:24])[CH2:10]1)([C:4]1[S:5][CH:6]=[CH:7][N:8]=1)[CH3:3], predict the reactants needed to synthesize it. The reactants are: [OH:1][C@@:2]([C@H:9]1[CH2:13][N:12]([C@H](C2C=CC(OC)=CC=2)C)[C:11](=[O:24])[CH2:10]1)([C:4]1[S:5][CH:6]=[CH:7][N:8]=1)[CH3:3]. (6) The reactants are: Br[C:2]1[C:6]2=[N:7][C:8]([C:12]3[C:13]([O:21][CH3:22])=[N:14][C:15]([CH:18]([CH3:20])[CH3:19])=[CH:16][CH:17]=3)=[C:9]([CH3:11])[CH:10]=[C:5]2[N:4]([C@@H:23]([CH3:27])[CH2:24][O:25][CH3:26])[CH:3]=1.[Li]CCCC.CN([CH:36]=[O:37])C. Given the product [CH:18]([C:15]1[N:14]=[C:13]([O:21][CH3:22])[C:12]([C:8]2[N:7]=[C:6]3[C:2]([CH:36]=[O:37])=[CH:3][N:4]([C@@H:23]([CH3:27])[CH2:24][O:25][CH3:26])[C:5]3=[CH:10][C:9]=2[CH3:11])=[CH:17][CH:16]=1)([CH3:20])[CH3:19], predict the reactants needed to synthesize it. (7) Given the product [OH:2][CH2:3][C:4]1[CH:9]=[CH:8][C:7]([CH3:10])=[C:6]([C:11]2[CH2:12][C:13]3[CH:18]=[N:17][C:16]([S:19][CH3:20])=[N:15][C:14]=3[N:21]([CH3:24])[C:22]=2[OH:23])[CH:5]=1, predict the reactants needed to synthesize it. The reactants are: C[O:2][C:3](=O)[C:4]1[CH:9]=[CH:8][C:7]([CH3:10])=[C:6]([C:11]2[C:22](=[O:23])[N:21]([CH3:24])[C:14]3[N:15]=[C:16]([S:19][CH3:20])[N:17]=[CH:18][C:13]=3[CH:12]=2)[CH:5]=1.[H-].[H-].[H-].[H-].[Li+].[Al+3].